From a dataset of Reaction yield outcomes from USPTO patents with 853,638 reactions. Predict the reaction yield, written as a fraction of the theoretical maximum amount of product (1.0 means a 100% yield; for example, 0.34 means a 34% yield). (1) The yield is 0.180. The catalyst is ClCCl. The product is [Cl:1][C:2]1[CH:7]=[C:6]([C:8]2([F:19])[CH2:11][O:10][CH2:9]2)[CH:5]=[CH:4][N:3]=1. The reactants are [Cl:1][C:2]1[CH:7]=[C:6]([C:8]2(O)[CH2:11][O:10][CH2:9]2)[CH:5]=[CH:4][N:3]=1.CCN(S(F)(F)[F:19])CC. (2) The reactants are [C:1]1([C:7]2[O:11][C:10]([CH2:12][CH2:13][C:14]([OH:16])=O)=[N:9][N:8]=2)[CH:6]=[CH:5][CH:4]=[CH:3][CH:2]=1.[CH2:17]([N:22]1[C:30]2[N:29]=[CH:28][NH:27][C:26]=2[C:25](=[O:31])[NH:24]/[C:23]/1=[N:32]\[NH2:33])[CH2:18][CH2:19][CH2:20][CH3:21].F[P-](F)(F)(F)(F)F.N1(O[P+](N(C)C)(N(C)C)N(C)C)C2C=CC=CC=2N=N1.C(N(CC)C(C)C)(C)C. The catalyst is CN(C)C1C=CN=CC=1.CN(C=O)C. The product is [O:31]=[C:25]1[NH:24]/[C:23](=[N:32]\[NH:33][C:14](=[O:16])[CH2:13][CH2:12][C:10]2[O:11][C:7]([C:1]3[CH:2]=[CH:3][CH:4]=[CH:5][CH:6]=3)=[N:8][N:9]=2)/[N:22]([CH2:17][CH2:18][CH2:19][CH2:20][CH3:21])[C:30]2[N:29]=[CH:28][NH:27][C:26]1=2. The yield is 0.485. (3) The reactants are [CH3:1][O:2][C:3](=[O:19])[C:4]1[CH:9]=[CH:8][C:7]([CH3:10])=[CH:6][C:5]=1[O:11][S:12]([C:15]([F:18])([F:17])[F:16])(=[O:14])=[O:13].[Br:20]N1C(=O)CCC1=O. The catalyst is C(Cl)(Cl)(Cl)Cl.N(C(C)(C)C#N)=NC(C)(C)C#N. The product is [CH3:1][O:2][C:3](=[O:19])[C:4]1[CH:9]=[CH:8][C:7]([CH2:10][Br:20])=[CH:6][C:5]=1[O:11][S:12]([C:15]([F:17])([F:16])[F:18])(=[O:14])=[O:13]. The yield is 0.800. (4) The reactants are [NH2:1][C@H:2]1[CH2:8][CH2:7][CH2:6][C@@H:5]([C:9]2[CH:14]=[CH:13][CH:12]=[CH:11][CH:10]=2)[N:4]([CH3:15])[C:3]1=[O:16].[F:17][C:18]1[CH:19]=[C:20]([CH2:25][C:26]([NH:28][C@H:29]([C:31](O)=[O:32])[CH3:30])=[O:27])[CH:21]=[C:22]([F:24])[CH:23]=1.CCN=C=NCCCN(C)C.Cl.CN1CCOCC1. The catalyst is C(Cl)Cl. The product is [F:17][C:18]1[CH:19]=[C:20]([CH2:25][C:26]([NH:28][C@H:29]([C:31]([NH:1][C@H:2]2[CH2:8][CH2:7][CH2:6][C@@H:5]([C:9]3[CH:14]=[CH:13][CH:12]=[CH:11][CH:10]=3)[N:4]([CH3:15])[C:3]2=[O:16])=[O:32])[CH3:30])=[O:27])[CH:21]=[C:22]([F:24])[CH:23]=1. The yield is 0.700. (5) The reactants are [CH3:1][C:2]1[CH:7]=[CH:6][C:5]([CH3:8])=[CH:4][C:3]=1[CH2:9][CH2:10][NH2:11].Br[CH2:13][CH2:14][CH2:15][C:16]([O:18][CH2:19][CH3:20])=[O:17].C(N(C(C)C)CC)(C)C. No catalyst specified. The product is [CH3:1][C:2]1[CH:7]=[CH:6][C:5]([CH3:8])=[CH:4][C:3]=1[CH2:9][CH2:10][NH:11][CH2:13][CH2:14][CH2:15][C:16]([O:18][CH2:19][CH3:20])=[O:17]. The yield is 0.490. (6) The reactants are [Br:1][C:2]1[CH:3]=[C:4]([NH2:13])[C:5]([NH:8][CH2:9][CH:10]2[CH2:12][CH2:11]2)=[CH:6][CH:7]=1.CCN(C(C)C)C(C)C.[C:23]([CH2:27][C:28](Cl)=[O:29])([CH3:26])([CH3:25])[CH3:24]. The catalyst is C(OCC)(=O)C. The product is [Br:1][C:2]1[CH:7]=[CH:6][C:5]([NH:8][CH2:9][CH:10]2[CH2:12][CH2:11]2)=[C:4]([NH:13][C:28](=[O:29])[CH2:27][C:23]([CH3:26])([CH3:25])[CH3:24])[CH:3]=1. The yield is 0.700. (7) The product is [CH3:14][C:15]1[S:16][C:17]2[C:26]3[C:25](=[CH:3][C:1]#[N:2])[CH2:24][CH2:23][C:22]=3[CH:21]=[CH:20][C:18]=2[N:19]=1. The catalyst is O1CCCC1. The reactants are [C:1]([CH2:3]P(=O)(OCC)OCC)#[N:2].[H-].[Na+].[CH3:14][C:15]1[S:16][C:17]2[C:26]3[C:25](=O)[CH2:24][CH2:23][C:22]=3[CH:21]=[CH:20][C:18]=2[N:19]=1.C(=O)([O-])O.[Na+]. The yield is 0.540. (8) The reactants are [NH2:1][C@H:2]1[CH2:7][CH2:6][CH2:5][CH2:4][C@H:3]1[NH:8][C:9](=[O:22])[C:10]1[CH:15]=[CH:14][C:13]([C:16]([F:19])([F:18])[F:17])=[CH:12][C:11]=1[S:20][CH3:21].C(=O)([O-])[O-].[K+].[K+].Br[CH2:30][CH2:31][O:32][CH2:33][CH2:34]Br. The catalyst is C(#N)C. The product is [CH3:21][S:20][C:11]1[CH:12]=[C:13]([C:16]([F:18])([F:19])[F:17])[CH:14]=[CH:15][C:10]=1[C:9]([NH:8][C@@H:3]1[CH2:4][CH2:5][CH2:6][CH2:7][C@@H:2]1[N:1]1[CH2:34][CH2:33][O:32][CH2:31][CH2:30]1)=[O:22]. The yield is 0.680.